Dataset: Full USPTO retrosynthesis dataset with 1.9M reactions from patents (1976-2016). Task: Predict the reactants needed to synthesize the given product. (1) Given the product [Cl:1][C:2]1[CH:7]=[CH:6][C:5]([S:8]([C:9]2[CH:14]=[CH:13][CH:12]=[CH:11][C:10]=2[F:15])(=[O:16])=[O:27])=[CH:4][N:3]=1, predict the reactants needed to synthesize it. The reactants are: [Cl:1][C:2]1[CH:7]=[CH:6][C:5]([S:8][C:9]2[CH:14]=[CH:13][CH:12]=[CH:11][C:10]=2[F:15])=[CH:4][N:3]=1.[OH:16]OS([O-])=O.[K+].C(=O)(O)[O-].[Na+].[OH2:27]. (2) Given the product [CH3:1][N:2]1[CH2:15][CH2:14][C:5]2[N:6]([CH2:25][CH2:24][C:22]3[CH:21]=[N:20][CH:19]=[C:18]([C:17]([F:27])([F:16])[F:26])[CH:23]=3)[C:7]3[CH:8]=[CH:9][C:10]([CH3:13])=[CH:11][C:12]=3[C:4]=2[CH2:3]1, predict the reactants needed to synthesize it. The reactants are: [CH3:1][N:2]1[CH2:15][CH2:14][C:5]2[NH:6][C:7]3[CH:8]=[CH:9][C:10]([CH3:13])=[CH:11][C:12]=3[C:4]=2[CH2:3]1.[F:16][C:17]([F:27])([F:26])[C:18]1[CH:19]=[N:20][CH:21]=[C:22]([CH:24]=[CH2:25])[CH:23]=1.O. (3) Given the product [C:1]([NH:5][C:6]([C:8]1[C:16]2[C:11](=[N:12][CH:13]=[C:14]([NH:17][C:18]3[CH:23]=[CH:22][CH:21]=[C:20]([S:24]([CH3:27])(=[O:26])=[O:25])[CH:19]=3)[N:15]=2)[NH:10][CH:9]=1)=[O:7])([CH3:4])([CH3:3])[CH3:2], predict the reactants needed to synthesize it. The reactants are: [C:1]([NH:5][C:6]([C:8]1[C:16]2[C:11](=[N:12][CH:13]=[C:14]([NH:17][C:18]3[CH:23]=[CH:22][CH:21]=[C:20]([S:24]([CH3:27])(=[O:26])=[O:25])[CH:19]=3)[N:15]=2)[N:10](COCC[Si](C)(C)C)[CH:9]=1)=[O:7])([CH3:4])([CH3:3])[CH3:2].FC(F)(F)C(O)=O. (4) Given the product [Br:1][C:2]1[CH:3]=[C:4]2[C:12](=[CH:13][CH:14]=1)[NH:11][C:10]1[CH:9]([NH:15][C:22]([C:17]3[CH:18]=[CH:19][CH:20]=[CH:21][N:16]=3)=[O:23])[CH2:8][CH2:7][CH2:6][C:5]2=1, predict the reactants needed to synthesize it. The reactants are: [Br:1][C:2]1[CH:3]=[C:4]2[C:12](=[CH:13][CH:14]=1)[NH:11][C:10]1[CH:9]([NH2:15])[CH2:8][CH2:7][CH2:6][C:5]2=1.[N:16]1[CH:21]=[CH:20][CH:19]=[CH:18][C:17]=1[C:22](Cl)=[O:23].